This data is from Reaction yield outcomes from USPTO patents with 853,638 reactions. The task is: Predict the reaction yield, written as a fraction of the theoretical maximum amount of product (1.0 means a 100% yield; for example, 0.34 means a 34% yield). (1) The reactants are [N+:1]([C:4]1[CH:5]=[C:6]2[C:10](=[CH:11][CH:12]=1)[NH:9][C:8]([C:13]([O:15][CH2:16][CH3:17])=[O:14])=[C:7]2[C:18]1[CH:23]=[CH:22][CH:21]=[CH:20][CH:19]=1)([O-:3])=[O:2].[CH2:24](Br)[C:25]1[CH:30]=[CH:29][CH:28]=[CH:27][CH:26]=1.C([O-])([O-])=O.[Cs+].[Cs+]. The catalyst is C1COCC1. The product is [CH2:24]([N:9]1[C:10]2[C:6](=[CH:5][C:4]([N+:1]([O-:3])=[O:2])=[CH:12][CH:11]=2)[C:7]([C:18]2[CH:23]=[CH:22][CH:21]=[CH:20][CH:19]=2)=[C:8]1[C:13]([O:15][CH2:16][CH3:17])=[O:14])[C:25]1[CH:30]=[CH:29][CH:28]=[CH:27][CH:26]=1. The yield is 0.930. (2) The reactants are [Br:1][C:2]1[CH:7]=[CH:6][C:5]([C:8](=O)[CH:9]=[CH:10][C:11]2[S:12][CH:13]=[CH:14][CH:15]=2)=[CH:4][CH:3]=1.O.[NH2:18][NH2:19]. The catalyst is C(O)C. The product is [Br:1][C:2]1[CH:7]=[CH:6][C:5]([C:8]2[NH:18][NH:19][CH:10]([C:11]3[S:12][CH:13]=[CH:14][CH:15]=3)[CH:9]=2)=[CH:4][CH:3]=1. The yield is 0.980. (3) The reactants are Br[C:2]1[CH:7]=[CH:6][CH:5]=[CH:4][N:3]=1.[CH2:8]([N:12]1[N:16]=[C:15]2[CH:17]=[CH:18][C:19]([CH3:21])=[CH:20][C:14]2=[N:13]1)[CH2:9][C:10]#[CH:11]. No catalyst specified. The product is [CH3:21][C:19]1[CH:18]=[CH:17][C:15]2=[N:16][N:12]([CH2:8][CH2:9][C:10]#[C:11][C:2]3[CH:7]=[CH:6][CH:5]=[CH:4][N:3]=3)[N:13]=[C:14]2[CH:20]=1. The yield is 0.370. (4) The reactants are [C:1]([C:3]1[CH:4]=[C:5]([NH2:9])[CH:6]=[CH:7][CH:8]=1)#[CH:2].[CH3:10][O:11][CH2:12][C:13](Cl)=[O:14]. The catalyst is C(Cl)Cl. The yield is 0.900. The product is [C:1]([C:3]1[CH:4]=[C:5]([NH:9][C:13](=[O:14])[CH2:12][O:11][CH3:10])[CH:6]=[CH:7][CH:8]=1)#[CH:2].